Dataset: Catalyst prediction with 721,799 reactions and 888 catalyst types from USPTO. Task: Predict which catalyst facilitates the given reaction. (1) Reactant: [NH2:1][C:2]1[CH:7]=[CH:6][C:5]([OH:8])=[CH:4][C:3]=1[N+:9]([O-:11])=[O:10].[Cl:12][C:13]1[CH:18]=[CH:17][CH:16]=[C:15]([Cl:19])[C:14]=1[S:20](Cl)(=[O:22])=[O:21].C(N(CC)CC)C. Product: [Cl:12][C:13]1[CH:18]=[CH:17][CH:16]=[C:15]([Cl:19])[C:14]=1[S:20]([O:8][C:5]1[CH:6]=[CH:7][C:2]([NH2:1])=[C:3]([N+:9]([O-:11])=[O:10])[CH:4]=1)(=[O:22])=[O:21]. The catalyst class is: 21. (2) Reactant: CN1CCOCC1.[O:8]=[C:9]1[CH:14]([N:15]2[C:23](=[O:24])[C:22]3[C:17](=[CH:18][CH:19]=[CH:20][C:21]=3[NH:25][CH2:26][C:27](O)=[O:28])[C:16]2=[O:30])[CH2:13][CH2:12][C:11](=[O:31])[NH:10]1.ClC(OCC)=O.[CH:38]1([NH2:41])[CH2:40][CH2:39]1. Product: [CH:38]1([NH:41][C:27](=[O:28])[CH2:26][NH:25][C:21]2[CH:20]=[CH:19][CH:18]=[C:17]3[C:22]=2[C:23](=[O:24])[N:15]([CH:14]2[CH2:13][CH2:12][C:11](=[O:31])[NH:10][C:9]2=[O:8])[C:16]3=[O:30])[CH2:40][CH2:39]1. The catalyst class is: 1. (3) Reactant: FC(F)(F)C([NH+:5]([O-:15])[CH2:6][C:7]1[CH:12]=[CH:11][N:10]=[C:9]([O:13][CH3:14])[CH:8]=1)=O.C(=O)([O-])[O-].[K+].[K+]. Product: [CH3:14][O:13][C:9]1[CH:8]=[C:7]([CH2:6][NH2:5]=[O:15])[CH:12]=[CH:11][N:10]=1. The catalyst class is: 5. (4) Reactant: [NH2:1][C:2]1[N:3]=[N:4][C:5]([Cl:8])=[CH:6][CH:7]=1.[C:9]1([CH2:15][C:16](Cl)=[O:17])[CH:14]=[CH:13][CH:12]=[CH:11][CH:10]=1. Product: [Cl:8][C:5]1[N:4]=[N:3][C:2]([NH:1][C:16](=[O:17])[CH2:15][C:9]2[CH:14]=[CH:13][CH:12]=[CH:11][CH:10]=2)=[CH:7][CH:6]=1. The catalyst class is: 37.